Dataset: Reaction yield outcomes from USPTO patents with 853,638 reactions. Task: Predict the reaction yield, written as a fraction of the theoretical maximum amount of product (1.0 means a 100% yield; for example, 0.34 means a 34% yield). (1) The product is [CH3:2][C:1]1[N:14]([CH2:13][CH2:12][N:9]2[CH2:8][CH2:7][O:6][CH2:11][CH2:10]2)[C:15]([SH:16])=[N:5][N:4]=1. The catalyst is C(O)C. The reactants are [C:1]([NH:4][NH2:5])(=O)[CH3:2].[O:6]1[CH2:11][CH2:10][N:9]([CH2:12][CH2:13][N:14]=[C:15]=[S:16])[CH2:8][CH2:7]1. The yield is 0.640. (2) The reactants are COC1C=C(OC)C=CC=1C[N:6]([C:33]1[CH:38]=[CH:37][N:36]=[CH:35][N:34]=1)[S:7]([C:10]1[CH:15]=[C:14]([CH3:16])[C:13]([O:17][C@@H:18]2[CH2:23][CH2:22][CH2:21][CH2:20][C@H:19]2[C:24]2[CH:25]=[N:26][N:27](COC)[CH:28]=2)=[CH:12][C:11]=1[F:32])(=[O:9])=[O:8].C([SiH](CC)CC)C.FC(F)(F)C(O)=O.Cl. The catalyst is CO.ClCCl. The product is [F:32][C:11]1[CH:12]=[C:13]([O:17][C@@H:18]2[CH2:23][CH2:22][CH2:21][CH2:20][C@H:19]2[C:24]2[CH:25]=[N:26][NH:27][CH:28]=2)[C:14]([CH3:16])=[CH:15][C:10]=1[S:7]([NH:6][C:33]1[CH:38]=[CH:37][N:36]=[CH:35][N:34]=1)(=[O:8])=[O:9]. The yield is 0.520. (3) The reactants are [NH2:1][C:2]1[C:7]([C:8]#[N:9])=[C:6]([C:10]2[O:11][CH:12]=[CH:13][CH:14]=2)[C:5]([C:15]#[N:16])=[C:4](S(C)=O)[N:3]=1.[CH2:20]([OH:22])[CH3:21].C1CCN2C(=NCCC2)CC1. The catalyst is COCCOC. The product is [NH2:1][C:2]1[C:7]([C:8]#[N:9])=[C:6]([C:10]2[O:11][CH:12]=[CH:13][CH:14]=2)[C:5]([C:15]#[N:16])=[C:4]([O:22][CH2:20][CH3:21])[N:3]=1. The yield is 0.0800. (4) The catalyst is CN(C=O)C. The reactants are [C:1]([O:5][C:6](=[O:20])[NH:7][CH2:8][C:9]1([C:17](=O)[NH2:18])[C:11]2([CH2:16][CH2:15][CH2:14][CH2:13][CH2:12]2)[CH2:10]1)([CH3:4])([CH3:3])[CH3:2].N1C(Cl)=NC(Cl)=NC=1Cl.[OH-].[Na+]. The product is [C:1]([O:5][C:6](=[O:20])[NH:7][CH2:8][C:9]1([C:17]#[N:18])[C:11]2([CH2:16][CH2:15][CH2:14][CH2:13][CH2:12]2)[CH2:10]1)([CH3:4])([CH3:2])[CH3:3]. The yield is 0.980. (5) The reactants are C([O:3][CH2:4][CH2:5][O:6][NH:7][C:8]([C:10]1[S:18][C:17]2[CH:16]=[CH:15][N:14]=[CH:13][C:12]=2[C:11]=1[NH:19][C:20]1[CH:25]=[CH:24][C:23]([I:26])=[CH:22][C:21]=1[F:27])=[O:9])=C.Cl. The catalyst is C(O)C. The product is [OH:3][CH2:4][CH2:5][O:6][NH:7][C:8]([C:10]1[S:18][C:17]2[CH:16]=[CH:15][N:14]=[CH:13][C:12]=2[C:11]=1[NH:19][C:20]1[CH:25]=[CH:24][C:23]([I:26])=[CH:22][C:21]=1[F:27])=[O:9]. The yield is 0.400. (6) The reactants are [CH2:1]([O:3][C:4]([C@:6]1([NH:21]C(OC(C)(C)C)=O)[CH2:11][C@H:10]([O:12][C:13](=[O:15])[CH3:14])[C@@H:9]2[C@H:7]1[C@H:8]2[C:16]([O:18][CH2:19][CH3:20])=[O:17])=[O:5])[CH3:2]. The catalyst is C(O)(C(F)(F)F)=O.ClCCl. The product is [CH2:1]([O:3][C:4]([C@:6]1([NH2:21])[CH2:11][C@H:10]([O:12][C:13](=[O:15])[CH3:14])[C@@H:9]2[C@H:7]1[C@H:8]2[C:16]([O:18][CH2:19][CH3:20])=[O:17])=[O:5])[CH3:2]. The yield is 0.980. (7) The reactants are [CH:1]1([N:7]=[C:8]=[O:9])[CH2:6][CH2:5][CH2:4][CH2:3][CH2:2]1.[CH2:10]([NH2:16])[CH2:11][CH2:12][CH2:13][CH2:14][CH3:15].[C:17](Cl)(=[O:22])[CH2:18][C:19](Cl)=[O:20].C(N(C(C)C)CC)(C)C.[N:33]([CH2:36][C:37]([O:39]CC)=[O:38])=[C:34]=[O:35]. The catalyst is ClCCl. The product is [CH:1]1([N:7]2[C:19]([OH:20])=[C:18]([C:34]([NH:33][CH2:36][C:37]([OH:39])=[O:38])=[O:35])[C:17](=[O:22])[N:16]([CH2:10][CH2:11][CH2:12][CH2:13][CH2:14][CH3:15])[C:8]2=[O:9])[CH2:6][CH2:5][CH2:4][CH2:3][CH2:2]1. The yield is 0.240. (8) The reactants are [Cl:1][C:2]1[CH:10]=[C:9]2[C:5]([CH:6]=[C:7]([CH2:11]O)[NH:8]2)=[CH:4][CH:3]=1.FC(F)(F)C(O)=O.C([SiH](CC)CC)C. The catalyst is ClCCCl. The product is [Cl:1][C:2]1[CH:10]=[C:9]2[C:5]([CH:6]=[C:7]([CH3:11])[NH:8]2)=[CH:4][CH:3]=1. The yield is 0.270. (9) The reactants are [O:1]=[C:2]([CH3:20])[C:3](=[N:8][NH:9][C:10]1[CH:15]=[CH:14][CH:13]=[C:12]([C:16]([F:19])([F:18])[F:17])[CH:11]=1)[C:4]([O:6][CH3:7])=[O:5].[CH3:21]OC(OC)N(C)C. No catalyst specified. The product is [O:1]=[C:2]1[CH:20]=[CH:21][N:9]([C:10]2[CH:15]=[CH:14][CH:13]=[C:12]([C:16]([F:17])([F:18])[F:19])[CH:11]=2)[N:8]=[C:3]1[C:4]([O:6][CH3:7])=[O:5]. The yield is 0.870. (10) The reactants are [I:1][C:2]1[CH:9]=[CH:8][C:5]([CH2:6]Br)=[CH:4][CH:3]=1.[P:10]([O:17]CC)([O:14][CH2:15][CH3:16])[O:11][CH2:12][CH3:13]. The catalyst is CCOC(C)=O. The product is [I:1][C:2]1[CH:9]=[CH:8][C:5]([CH2:6][P:10](=[O:17])([O:14][CH2:15][CH3:16])[O:11][CH2:12][CH3:13])=[CH:4][CH:3]=1. The yield is 0.530.